This data is from NCI-60 drug combinations with 297,098 pairs across 59 cell lines. The task is: Regression. Given two drug SMILES strings and cell line genomic features, predict the synergy score measuring deviation from expected non-interaction effect. (1) Cell line: OVCAR-5. Synergy scores: CSS=2.44, Synergy_ZIP=2.61, Synergy_Bliss=3.29, Synergy_Loewe=-5.08, Synergy_HSA=-2.59. Drug 2: CC1=CC=C(C=C1)C2=CC(=NN2C3=CC=C(C=C3)S(=O)(=O)N)C(F)(F)F. Drug 1: CCCS(=O)(=O)NC1=C(C(=C(C=C1)F)C(=O)C2=CNC3=C2C=C(C=N3)C4=CC=C(C=C4)Cl)F. (2) Drug 1: CNC(=O)C1=NC=CC(=C1)OC2=CC=C(C=C2)NC(=O)NC3=CC(=C(C=C3)Cl)C(F)(F)F. Cell line: RXF 393. Drug 2: C1CNP(=O)(OC1)N(CCCl)CCCl. Synergy scores: CSS=0.234, Synergy_ZIP=-0.169, Synergy_Bliss=0.943, Synergy_Loewe=0.631, Synergy_HSA=0.298. (3) Drug 1: CC1OCC2C(O1)C(C(C(O2)OC3C4COC(=O)C4C(C5=CC6=C(C=C35)OCO6)C7=CC(=C(C(=C7)OC)O)OC)O)O. Drug 2: C1=C(C(=O)NC(=O)N1)N(CCCl)CCCl. Cell line: NCI-H322M. Synergy scores: CSS=-2.32, Synergy_ZIP=-1.39, Synergy_Bliss=-11.0, Synergy_Loewe=-17.1, Synergy_HSA=-12.6. (4) Drug 1: CC(CN1CC(=O)NC(=O)C1)N2CC(=O)NC(=O)C2. Drug 2: CC1C(C(=O)NC(C(=O)N2CCCC2C(=O)N(CC(=O)N(C(C(=O)O1)C(C)C)C)C)C(C)C)NC(=O)C3=C4C(=C(C=C3)C)OC5=C(C(=O)C(=C(C5=N4)C(=O)NC6C(OC(=O)C(N(C(=O)CN(C(=O)C7CCCN7C(=O)C(NC6=O)C(C)C)C)C)C(C)C)C)N)C. Cell line: U251. Synergy scores: CSS=29.6, Synergy_ZIP=-5.24, Synergy_Bliss=-0.367, Synergy_Loewe=0.739, Synergy_HSA=0.0713. (5) Drug 1: CC1=C(N=C(N=C1N)C(CC(=O)N)NCC(C(=O)N)N)C(=O)NC(C(C2=CN=CN2)OC3C(C(C(C(O3)CO)O)O)OC4C(C(C(C(O4)CO)O)OC(=O)N)O)C(=O)NC(C)C(C(C)C(=O)NC(C(C)O)C(=O)NCCC5=NC(=CS5)C6=NC(=CS6)C(=O)NCCC[S+](C)C)O. Drug 2: B(C(CC(C)C)NC(=O)C(CC1=CC=CC=C1)NC(=O)C2=NC=CN=C2)(O)O. Cell line: OVCAR3. Synergy scores: CSS=85.5, Synergy_ZIP=4.41, Synergy_Bliss=4.46, Synergy_Loewe=1.32, Synergy_HSA=5.79. (6) Drug 1: C1=CN(C=N1)CC(O)(P(=O)(O)O)P(=O)(O)O. Drug 2: C1CN(P(=O)(OC1)NCCCl)CCCl. Cell line: SK-MEL-5. Synergy scores: CSS=11.7, Synergy_ZIP=-0.911, Synergy_Bliss=3.01, Synergy_Loewe=-2.39, Synergy_HSA=4.08. (7) Drug 1: C1=CC(=C2C(=C1NCCNCCO)C(=O)C3=C(C=CC(=C3C2=O)O)O)NCCNCCO. Drug 2: CC1CCCC2(C(O2)CC(NC(=O)CC(C(C(=O)C(C1O)C)(C)C)O)C(=CC3=CSC(=N3)C)C)C. Cell line: SF-539. Synergy scores: CSS=14.6, Synergy_ZIP=-5.22, Synergy_Bliss=-8.40, Synergy_Loewe=-7.90, Synergy_HSA=-7.24.